This data is from Forward reaction prediction with 1.9M reactions from USPTO patents (1976-2016). The task is: Predict the product of the given reaction. (1) Given the reactants ClC1C2N=C(C3C=C(C=CC=3)C(NCCC3CCN(C4C=CN=CC=4)CC3)=O)SC=2C=CC=1.FC(F)(F)C(O)=O.[N:41]1([C:50]2[CH:55]=[CH:54][N:53]=[CH:52][CH:51]=2)[CH2:46][CH2:45][CH:44]([CH2:47][CH2:48][NH2:49])[CH2:43][CH2:42]1.[Cl:56][C:57]1[CH:65]=[CH:64][C:60]([C:61](O)=[O:62])=[CH:59][C:58]=1[C:66]1[NH:70][C:69]2[CH:71]=[CH:72][CH:73]=[C:74]([Cl:75])[C:68]=2[N:67]=1.B(O)O.COC(=O)C1C=CC(Cl)=C(CO)C=1, predict the reaction product. The product is: [Cl:56][C:57]1[CH:65]=[CH:64][C:60]([C:61]([NH:49][CH2:48][CH2:47][CH:44]2[CH2:45][CH2:46][N:41]([C:50]3[CH:55]=[CH:54][N:53]=[CH:52][CH:51]=3)[CH2:42][CH2:43]2)=[O:62])=[CH:59][C:58]=1[C:66]1[NH:70][C:69]2[CH:71]=[CH:72][CH:73]=[C:74]([Cl:75])[C:68]=2[N:67]=1. (2) Given the reactants [O:1]=[C:2]1[C:7]([NH:8][C:9](=[O:17])[C:10]2[CH:15]=[CH:14][CH:13]=[CH:12][C:11]=2[NH2:16])=[CH:6][C:5]2[CH:18]=[CH:19][CH:20]=[CH:21][C:4]=2[O:3]1.[N:22]1[CH:27]=[CH:26][C:25]([CH:28]=O)=[CH:24][CH:23]=1.C([BH3-])#N.[Na+], predict the reaction product. The product is: [O:1]=[C:2]1[C:7]([NH:8][C:9](=[O:17])[C:10]2[CH:15]=[CH:14][CH:13]=[CH:12][C:11]=2[NH:16][CH2:28][C:25]2[CH:26]=[CH:27][N:22]=[CH:23][CH:24]=2)=[CH:6][C:5]2[CH:18]=[CH:19][CH:20]=[CH:21][C:4]=2[O:3]1. (3) Given the reactants [Cl:1][C:2]1[CH:7]=[CH:6][C:5]([C:8]2[C:14]3[CH:15]=[CH:16][CH:17]=[CH:18][C:13]=3[C:12]3[C:19]([CH3:22])=[N:20][O:21][C:11]=3[C@H:10]([CH2:23][CH:24]([NH2:29])[C:25]([F:28])([F:27])[F:26])[N:9]=2)=[CH:4][CH:3]=1.C(N(CC)CC)C.[C:37](OC(=O)C)(=[O:39])[CH3:38].CCOC(C)=O, predict the reaction product. The product is: [Cl:1][C:2]1[CH:7]=[CH:6][C:5]([C:8]2[C:14]3[CH:15]=[CH:16][CH:17]=[CH:18][C:13]=3[C:12]3[C:19]([CH3:22])=[N:20][O:21][C:11]=3[C@H:10]([CH2:23][CH:24]([NH:29][C:37](=[O:39])[CH3:38])[C:25]([F:27])([F:28])[F:26])[N:9]=2)=[CH:4][CH:3]=1. (4) Given the reactants [CH:1]([C:4]1[S:5][CH:6]=[C:7]([C:9]([N:11]2[CH2:16][C:15]3([CH2:21][CH2:20][N:19](C(OC(C)(C)C)=O)[CH2:18][CH2:17]3)[O:14][CH2:13][CH2:12]2)=[O:10])[N:8]=1)([CH3:3])[CH3:2].[ClH:29], predict the reaction product. The product is: [ClH:29].[CH:1]([C:4]1[S:5][CH:6]=[C:7]([C:9]([N:11]2[CH2:16][C:15]3([CH2:17][CH2:18][NH:19][CH2:20][CH2:21]3)[O:14][CH2:13][CH2:12]2)=[O:10])[N:8]=1)([CH3:3])[CH3:2]. (5) Given the reactants [CH2:1]([O:3][C:4](=[O:16])[CH2:5][C@@H:6]([NH2:15])[C:7]1[CH:12]=[CH:11][C:10]([F:13])=[CH:9][C:8]=1[Br:14])[CH3:2].[CH2:17]=[C:18]1[O:22][C:20](=[O:21])[CH2:19]1, predict the reaction product. The product is: [CH2:1]([O:3][C:4](=[O:16])[CH2:5][C@H:6]([C:7]1[CH:12]=[CH:11][C:10]([F:13])=[CH:9][C:8]=1[Br:14])[NH:15][C:20](=[O:21])[CH2:19][C:18](=[O:22])[CH3:17])[CH3:2]. (6) Given the reactants FC1C=CC=C(F)C=1C(NC1C=CC(C2[N:14]=[C:15]([C:19]3[CH:24]=[CH:23][CH:22]=[CH:21][N:20]=3)[S:16]C=2C)=CC=1)=O.[Br-].[Br-].[Br-].C1([N+](C)(C)C)C=CC=CC=1.C1([N+](C)(C)C)C=CC=CC=1.C1([N+](C)(C)C)C=CC=CC=1, predict the reaction product. The product is: [N:20]1[CH:21]=[CH:22][CH:23]=[CH:24][C:19]=1[C:15](=[S:16])[NH2:14].